Dataset: Forward reaction prediction with 1.9M reactions from USPTO patents (1976-2016). Task: Predict the product of the given reaction. Given the reactants [CH2:1]([Si:7]([O:12][CH3:13])([O:10][CH3:11])[O:8][CH3:9])[CH2:2][CH2:3][CH:4]([CH3:6])[CH3:5].[OH-:14].[K+:15], predict the reaction product. The product is: [CH2:1]([Si:7]([O:12][CH3:13])([O:8][CH3:9])[O:10][CH3:11])[CH2:2][CH2:3][CH:4]([CH3:5])[CH3:6].[OH-:14].[K+:15].